Dataset: Reaction yield outcomes from USPTO patents with 853,638 reactions. Task: Predict the reaction yield, written as a fraction of the theoretical maximum amount of product (1.0 means a 100% yield; for example, 0.34 means a 34% yield). (1) The reactants are [F:1][CH2:2][CH2:3][N:4]1[CH2:9][CH2:8][CH:7]([OH:10])[CH2:6][CH2:5]1.F[C:12]1[CH:17]=[CH:16][C:15]([I:18])=[CH:14][CH:13]=1.[H-].[Na+]. The catalyst is CN(C=O)C. The product is [F:1][CH2:2][CH2:3][N:4]1[CH2:9][CH2:8][CH:7]([O:10][C:12]2[CH:17]=[CH:16][C:15]([I:18])=[CH:14][CH:13]=2)[CH2:6][CH2:5]1. The yield is 0.630. (2) The product is [ClH:1].[ClH:1].[CH2:46]([N:25]([CH2:23][CH3:24])[CH2:26][CH2:27][NH:28][C:29]([C:31]1[C:44]2[C:35](=[N:36][C:37]3[C:42]([N:43]=2)=[CH:41][CH:40]=[C:39]([I:45])[CH:38]=3)[CH:34]=[CH:33][CH:32]=1)=[O:30])[CH3:47]. The reactants are [ClH:1].C(N(CC)CCNC(C1C=CC2C(=CC=C(I)C=2)C=1)=O)C.[CH2:23]([N:25]([CH2:46][CH3:47])[CH2:26][CH2:27][NH:28][C:29]([C:31]1[C:44]2[C:35](=[N:36][C:37]3[C:42]([N:43]=2)=[CH:41][CH:40]=[C:39]([I:45])[CH:38]=3)[CH:34]=[CH:33][CH:32]=1)=[O:30])[CH3:24].[K+].[Br-]. No catalyst specified. The yield is 0.840. (3) The reactants are [H-].[Al+3].[Li+].[H-].[H-].[H-].[Cl:7][C:8]1[CH:16]=[C:15]2[C:11]([CH:12]=[C:13]([C:20]([O:22]C)=[O:21])[N:14]2[CH2:17][C:18]#[N:19])=[CH:10][CH:9]=1.[OH-:24].[Na+].S([O-])([O-])(=O)=[O:27].[Mg+2]. The catalyst is CCOCC.O. The product is [C:20]([OH:22])(=[O:21])/[CH:13]=[CH:12]/[C:11]([OH:27])=[O:24].[Cl:7][C:8]1[CH:9]=[CH:10][C:11]2[CH:12]=[C:13]3[CH2:20][NH:19][CH2:18][CH2:17][N:14]3[C:15]=2[CH:16]=1. The yield is 0.560. (4) The reactants are [CH2:1]([O:8][N:9]1[C:15](=[O:16])[N:14]2[CH2:17][C@H:10]1[CH2:11][CH2:12][C@H:13]2[C:18]([OH:20])=O)[C:2]1[CH:7]=[CH:6][CH:5]=[CH:4][CH:3]=1.[NH2:21][O:22][CH2:23][CH:24]1[CH2:30][N:29]([C:31]([O:33][C:34]([CH3:37])([CH3:36])[CH3:35])=[O:32])[CH2:28][CH2:27][CH2:26][O:25]1.ON1C2C=CC=CC=2N=N1.Cl.C(N=C=NCCCN(C)C)C. The catalyst is C(Cl)Cl. The product is [CH2:1]([O:8][N:9]1[C:15](=[O:16])[N:14]2[CH2:17][C@H:10]1[CH2:11][CH2:12][C@H:13]2[C:18]([NH:21][O:22][CH2:23][CH:24]1[CH2:30][N:29]([C:31]([O:33][C:34]([CH3:37])([CH3:36])[CH3:35])=[O:32])[CH2:28][CH2:27][CH2:26][O:25]1)=[O:20])[C:2]1[CH:3]=[CH:4][CH:5]=[CH:6][CH:7]=1. The yield is 0.800.